This data is from Forward reaction prediction with 1.9M reactions from USPTO patents (1976-2016). The task is: Predict the product of the given reaction. (1) The product is: [Cl:1][C:2]1[CH:7]=[C:6]2[NH:8][C:9](=[O:32])[C:10]3([CH:15]([C:16]4[CH:21]=[CH:20][CH:19]=[C:18]([Cl:22])[CH:17]=4)[CH2:14][CH2:13][NH:12][CH:11]3[C:24]3[CH:29]=[C:28]([CH3:30])[CH:27]=[CH:26][C:25]=3[CH3:31])[C:5]2=[CH:4][CH:3]=1. Given the reactants [Cl:1][C:2]1[CH:7]=[C:6]2[NH:8][C:9](=[O:32])[C:10]3([CH:15]([C:16]4[CH:21]=[CH:20][CH:19]=[C:18]([Cl:22])[CH:17]=4)[CH2:14][C:13](=O)[NH:12][CH:11]3[C:24]3[CH:29]=[C:28]([CH3:30])[CH:27]=[CH:26][C:25]=3[CH3:31])[C:5]2=[CH:4][CH:3]=1.[BH4-].[Na+], predict the reaction product. (2) Given the reactants [Na:1].[CH2:2]1[O:4][CH2:3]1.[C:5]([OH:10])(=[O:9])[C:6]([CH3:8])=[CH2:7].[C:11]([OH:16])(=[O:15])[C:12]([CH3:14])=[CH2:13].[C:17]([O:21][CH2:22][CH2:23][CH2:24][CH3:25])(=[O:20])[CH:18]=[CH2:19].S(OOS([O-])(=O)=O)([O-])(=O)=O.[NH4+].[NH4+], predict the reaction product. The product is: [C:5]([OH:10])(=[O:9])[C:6]([CH3:8])=[CH2:7].[C:17]([O:21][CH2:22][CH2:23][CH2:24][CH3:25])(=[O:20])[CH:18]=[CH2:19].[Na:1].[CH2:3]1[O:4][CH2:2]1.[C:11]([OH:16])(=[O:15])[C:12]([CH3:14])=[CH2:13]. (3) Given the reactants [F:1][C:2]([F:31])([F:30])[C:3]1[CH:4]=[C:5]([C@@H:9]([NH:13][C:14]([C:16]2[CH:17]=[N:18][N:19]([C:23]3[CH:28]=[CH:27][C:26]([Cl:29])=[CH:25][CH:24]=3)[C:20]=2[CH2:21]Br)=[O:15])[CH2:10][CH2:11][CH3:12])[CH:6]=[CH:7][CH:8]=1.C[NH2:33].C1COCC1, predict the reaction product. The product is: [F:1][C:2]([F:31])([F:30])[C:3]1[CH:4]=[C:5]([C@@H:9]([NH:13][C:14]([C:16]2[CH:17]=[N:18][N:19]([C:23]3[CH:28]=[CH:27][C:26]([Cl:29])=[CH:25][CH:24]=3)[C:20]=2[CH2:21][NH2:33])=[O:15])[CH2:10][CH2:11][CH3:12])[CH:6]=[CH:7][CH:8]=1. (4) The product is: [F:31][C:32]1[CH:33]=[C:34]([S:38][CH2:15][CH2:14][C:12]2[O:11][C:10](=[O:21])[C:9]([C:22]3[C:27]([CH3:28])=[CH:26][C:25]([CH3:29])=[CH:24][C:23]=3[CH3:30])=[C:8]([OH:7])[CH:13]=2)[CH:35]=[CH:36][CH:37]=1. Given the reactants C([O:7][C:8]1[CH:13]=[C:12]([CH2:14][CH2:15]OS(C)(=O)=O)[O:11][C:10](=[O:21])[C:9]=1[C:22]1[C:27]([CH3:28])=[CH:26][C:25]([CH3:29])=[CH:24][C:23]=1[CH3:30])(=O)C(C)(C)C.[F:31][C:32]1[CH:33]=[C:34]([SH:38])[CH:35]=[CH:36][CH:37]=1.C([O-])([O-])=O.[K+].[K+], predict the reaction product. (5) Given the reactants [O:1]1[CH2:7][CH:6]([C:8]2[C:16]3[S:15][C:14]([NH2:17])=[N:13][C:12]=3[C:11]([O:18][CH3:19])=[CH:10][CH:9]=2)[CH2:5][O:4][CH2:3][CH2:2]1.[CH:20]1([C:26](O)=[O:27])[CH2:25][CH2:24][CH2:23][CH2:22][CH2:21]1, predict the reaction product. The product is: [O:4]1[CH2:5][CH:6]([C:8]2[C:16]3[S:15][C:14]([NH:17][C:26]([CH:20]4[CH2:25][CH2:24][CH2:23][CH2:22][CH2:21]4)=[O:27])=[N:13][C:12]=3[C:11]([O:18][CH3:19])=[CH:10][CH:9]=2)[CH2:7][O:1][CH2:2][CH2:3]1. (6) Given the reactants [N:1]1[CH:6]=[CH:5][CH:4]=[CH:3][C:2]=1[C:7]1[CH:20]=[CH:19][C:18]2OC3C(=CC=CC=3)NC=2C=1.[NH2:21][CH2:22]CC1CCCN1C.[Cl-].[Al+3].[Cl-].[Cl-].CO, predict the reaction product. The product is: [N:1]1[CH:6]=[CH:5][CH:4]=[CH:3][C:2]=1[CH:7]1[CH2:20][CH2:19][CH2:18][N:21]1[CH3:22]. (7) Given the reactants N#N.[CH3:3][O:4][C:5]1[N:6]=[CH:7][N:8]=[N:9][C:10]=1[CH2:11][NH:12][C:13]([CH:15]1[CH2:18][C:17](=[O:19])[CH2:16]1)=O.CC#N.O=P(Cl)(Cl)Cl, predict the reaction product. The product is: [CH3:3][O:4][C:5]1[C:10]2=[CH:11][N:12]=[C:13]([CH:15]3[CH2:18][C:17](=[O:19])[CH2:16]3)[N:9]2[N:8]=[CH:7][N:6]=1.